This data is from Reaction yield outcomes from USPTO patents with 853,638 reactions. The task is: Predict the reaction yield, written as a fraction of the theoretical maximum amount of product (1.0 means a 100% yield; for example, 0.34 means a 34% yield). (1) The reactants are [CH:1]1([N:4]2[C:12]3[CH2:11][CH2:10][CH2:9][CH2:8][C:7]=3[C:6]3[C:13]([OH:23])=[C:14]([C:18]([O:20][CH2:21][CH3:22])=[O:19])[C:15]([CH3:17])=[N:16][C:5]2=3)[CH2:3][CH2:2]1.CCN(CC)CC.[O:31](S(C(F)(F)F)(=O)=O)[S:32]([C:35]([F:38])([F:37])[F:36])(=O)=[O:33]. The catalyst is ClCCl. The product is [CH:1]1([N:4]2[C:12]3[CH2:11][CH2:10][CH2:9][CH2:8][C:7]=3[C:6]3[C:13]([O:23][S:32]([C:35]([F:38])([F:37])[F:36])(=[O:33])=[O:31])=[C:14]([C:18]([O:20][CH2:21][CH3:22])=[O:19])[C:15]([CH3:17])=[N:16][C:5]2=3)[CH2:3][CH2:2]1. The yield is 0.950. (2) The reactants are [CH3:1][O:2][C:3]1[CH:4]=[C:5]([CH:7]=[CH:8][C:9]=1[O:10][CH3:11])N.Cl.N([O-])=O.[Na+].[CH3:17][N:18]1[C:22](=[O:23])[CH:21]=[CH:20][C:19]1=[O:24].CC([O-])=O.[Na+]. The catalyst is O.CC(C)=O. The product is [CH3:1][O:2][C:3]1[CH:4]=[C:5]([C:20]2[C:19](=[O:24])[N:18]([CH3:17])[C:22](=[O:23])[CH:21]=2)[CH:7]=[CH:8][C:9]=1[O:10][CH3:11]. The yield is 0.240. (3) The reactants are [F:1][C:2]([CH3:22])([CH3:21])[CH2:3][N:4]1[CH2:9][CH2:8][CH:7]([CH2:10][O:11][C:12]2[CH:17]=[CH:16][C:15](B(O)O)=[CH:14][CH:13]=2)[CH2:6][CH2:5]1.Br[C:24]1[CH:29]=[CH:28][C:27]([S:30]([CH3:33])(=[O:32])=[O:31])=[CH:26][N:25]=1.C([O-])([O-])=O.[Cs+].[Cs+].O1CCOCC1. The catalyst is O. The product is [F:1][C:2]([CH3:22])([CH3:21])[CH2:3][N:4]1[CH2:9][CH2:8][CH:7]([CH2:10][O:11][C:12]2[CH:17]=[CH:16][C:15]([C:24]3[CH:29]=[CH:28][C:27]([S:30]([CH3:33])(=[O:32])=[O:31])=[CH:26][N:25]=3)=[CH:14][CH:13]=2)[CH2:6][CH2:5]1. The yield is 0.440. (4) The reactants are [CH3:1][S:2][CH2:3][C:4]1([C:7]([O:9]CC)=[O:8])[CH2:6][CH2:5]1. The catalyst is C(O)C.[OH-].[Na+]. The product is [CH3:1][S:2][CH2:3][C:4]1([C:7]([OH:9])=[O:8])[CH2:6][CH2:5]1. The yield is 0.460.